The task is: Predict the reaction yield, written as a fraction of the theoretical maximum amount of product (1.0 means a 100% yield; for example, 0.34 means a 34% yield).. This data is from Reaction yield outcomes from USPTO patents with 853,638 reactions. The reactants are Cl[CH2:2][CH:3]([OH:11])[CH2:4][S:5][CH2:6][CH:7]([OH:10])[CH2:8]Cl.[OH-].[Na+]. The catalyst is C1(C)C=CC=CC=1. The product is [O:10]1[CH2:8][CH:7]1[CH2:6][S:5][CH2:4][CH:3]1[O:11][CH2:2]1. The yield is 0.950.